This data is from Catalyst prediction with 721,799 reactions and 888 catalyst types from USPTO. The task is: Predict which catalyst facilitates the given reaction. Reactant: C([O:3][C:4]([CH:6]1[CH2:11][CH2:10][CH2:9][N:8]([C:12]([O:14][CH2:15][C:16]2[CH:21]=[CH:20][CH:19]=[CH:18][CH:17]=2)=[O:13])[CH2:7]1)=[O:5])C.I[CH3:23]. Product: [CH2:15]([O:14][C:12]([N:8]1[CH2:9][CH2:10][CH2:11][C:6]([CH3:23])([C:4]([OH:3])=[O:5])[CH2:7]1)=[O:13])[C:16]1[CH:17]=[CH:18][CH:19]=[CH:20][CH:21]=1. The catalyst class is: 1.